This data is from Forward reaction prediction with 1.9M reactions from USPTO patents (1976-2016). The task is: Predict the product of the given reaction. (1) Given the reactants [CH2:1]([N:3]([CH:16]1[CH2:21][CH2:20][O:19][CH2:18][CH2:17]1)[C:4]1[N:8]([CH3:9])[N:7]=[C:6]([C:10]([O:12]CC)=[O:11])[C:5]=1[CH3:15])[CH3:2].[OH-].[Na+], predict the reaction product. The product is: [CH2:1]([N:3]([CH:16]1[CH2:17][CH2:18][O:19][CH2:20][CH2:21]1)[C:4]1[N:8]([CH3:9])[N:7]=[C:6]([C:10]([OH:12])=[O:11])[C:5]=1[CH3:15])[CH3:2]. (2) Given the reactants [C:1]([C:5]1[CH:10]=[CH:9][C:8]([C:11]2[C:19]3[C:14](=[CH:15][CH:16]=[CH:17][CH:18]=3)[N:13]([CH2:20][C:21]3[CH:26]=[C:25]([OH:27])[CH:24]=[C:23]([O:28][CH2:29][CH:30]4[CH2:32][CH2:31]4)[CH:22]=3)[C:12]=2[C:33]([O:35]CC)=[O:34])=[CH:7][CH:6]=1)([CH3:4])([CH3:3])[CH3:2].Cl.Cl[CH2:40][CH2:41][N:42]([CH3:44])[CH3:43].C([O-])([O-])=O.[K+].[K+].[OH-].[Na+], predict the reaction product. The product is: [CH:30]1([CH2:29][O:28][C:23]2[CH:22]=[C:21]([CH2:20][N:13]3[C:14]4[C:19](=[CH:18][CH:17]=[CH:16][CH:15]=4)[C:11]([C:8]4[CH:9]=[CH:10][C:5]([C:1]([CH3:4])([CH3:2])[CH3:3])=[CH:6][CH:7]=4)=[C:12]3[C:33]([OH:35])=[O:34])[CH:26]=[C:25]([O:27][CH2:40][CH2:41][N:42]([CH3:44])[CH3:43])[CH:24]=2)[CH2:32][CH2:31]1. (3) Given the reactants [F:1][C:2]([F:16])([F:15])[C@:3]([C:6]1[CH:14]=[CH:13][C:9]([C:10]([OH:12])=O)=[CH:8][CH:7]=1)([OH:5])[CH3:4].CN(C(ON1N=NC2C=CC=CC1=2)=[N+](C)C)C.F[P-](F)(F)(F)(F)F.C1C=CC2N(O)N=NC=2C=1.CCN(C(C)C)C(C)C.[CH:60]1([NH:63][CH:64]2[CH2:69][CH2:68][CH:67]([CH2:70][CH2:71][C:72]#[N:73])[CH2:66][CH2:65]2)[CH2:62][CH2:61]1.Cl, predict the reaction product. The product is: [C:72]([CH2:71][CH2:70][CH:67]1[CH2:68][CH2:69][CH:64]([N:63]([CH:60]2[CH2:62][CH2:61]2)[C:10](=[O:12])[C:9]2[CH:8]=[CH:7][C:6]([C@@:3]([OH:5])([CH3:4])[C:2]([F:1])([F:16])[F:15])=[CH:14][CH:13]=2)[CH2:65][CH2:66]1)#[N:73].